Dataset: Reaction yield outcomes from USPTO patents with 853,638 reactions. Task: Predict the reaction yield, written as a fraction of the theoretical maximum amount of product (1.0 means a 100% yield; for example, 0.34 means a 34% yield). The reactants are [CH2:1]([CH:3]1[C:8](=[O:9])[CH2:7][CH2:6][CH2:5][C:4]1=[O:10])[CH3:2]. The catalyst is [Pd].C1(C)C=C(C)C=C(C)C=1. The product is [CH2:1]([C:3]1[C:8]([OH:9])=[CH:7][CH:6]=[CH:5][C:4]=1[OH:10])[CH3:2]. The yield is 0.150.